Dataset: Full USPTO retrosynthesis dataset with 1.9M reactions from patents (1976-2016). Task: Predict the reactants needed to synthesize the given product. (1) Given the product [CH3:1][C:2]1[N:3]=[N:4][N:5]([CH2:7][C:8]2[CH:13]=[C:12]([C:14]([F:17])([F:16])[F:15])[CH:11]=[CH:10][C:9]=2/[CH:18]=[CH:19]/[C:20]([N:22]2[CH2:27][CH2:26][N:25]([CH2:34][C:32]3[O:31][N:30]=[C:29]([CH3:28])[CH:33]=3)[CH2:24][CH2:23]2)=[O:21])[N:6]=1, predict the reactants needed to synthesize it. The reactants are: [CH3:1][C:2]1[N:3]=[N:4][N:5]([CH2:7][C:8]2[CH:13]=[C:12]([C:14]([F:17])([F:16])[F:15])[CH:11]=[CH:10][C:9]=2/[CH:18]=[CH:19]/[C:20]([N:22]2[CH2:27][CH2:26][NH:25][CH2:24][CH2:23]2)=[O:21])[N:6]=1.[CH3:28][C:29]1[CH:33]=[C:32]([CH:34]=O)[O:31][N:30]=1. (2) Given the product [CH3:1][S:2]([OH:5])(=[O:4])=[O:3].[CH:6]([S:9]([N:12]1[C:16]2[CH:17]=[C:18]([C:21]3[N:22]=[C:23]([CH:33]([CH3:35])[CH3:34])[NH:24][C:25]=3[C:26]3[CH:31]=[CH:30][C:29]([F:32])=[CH:28][CH:27]=3)[CH:19]=[CH:20][C:15]=2[N:14]=[C:13]1[NH2:36])(=[O:10])=[O:11])([CH3:8])[CH3:7], predict the reactants needed to synthesize it. The reactants are: [CH3:1][S:2]([OH:5])(=[O:4])=[O:3].[CH:6]([S:9]([N:12]1[C:16]2[CH:17]=[C:18]([C:21]3[N:22]=[C:23]([CH:33]([CH3:35])[CH3:34])[NH:24][C:25]=3[C:26]3[CH:31]=[CH:30][C:29]([F:32])=[CH:28][CH:27]=3)[CH:19]=[CH:20][C:15]=2[N:14]=[C:13]1[NH2:36])(=[O:11])=[O:10])([CH3:8])[CH3:7].CO. (3) Given the product [Si:50]([O:67][CH2:68][CH2:69][N:70]1[CH2:75][CH2:74][N:73]([CH2:76][CH2:77][C@@H:78]([NH:87][C:88]2[CH:93]=[CH:92][C:91]([S:94]([NH:97][C:25](=[O:26])[C:24]3[CH:28]=[CH:29][C:21]([N:18]4[CH2:19][CH2:20][CH:15]([C@H:14]([C:9]5[CH:10]=[CH:11][CH:12]=[CH:13][C:8]=5[C:5]5[CH:6]=[CH:7][C:2]([Cl:1])=[CH:3][CH:4]=5)[NH:30][S@:31]([C:33]([CH3:36])([CH3:35])[CH3:34])=[O:32])[CH2:16][CH2:17]4)=[CH:22][CH:23]=3)(=[O:95])=[O:96])=[CH:90][C:89]=2[S:98]([C:101]([F:102])([F:104])[F:103])(=[O:99])=[O:100])[CH2:79][S:80][C:81]2[CH:86]=[CH:85][CH:84]=[CH:83][CH:82]=2)[CH2:72][CH2:71]1)([C:63]([CH3:64])([CH3:65])[CH3:66])([C:57]1[CH:58]=[CH:59][CH:60]=[CH:61][CH:62]=1)[C:51]1[CH:56]=[CH:55][CH:54]=[CH:53][CH:52]=1, predict the reactants needed to synthesize it. The reactants are: [Cl:1][C:2]1[CH:7]=[CH:6][C:5]([C:8]2[CH:13]=[CH:12][CH:11]=[CH:10][C:9]=2[C@H:14]([NH:30][S@:31]([C:33]([CH3:36])([CH3:35])[CH3:34])=[O:32])[CH:15]2[CH2:20][CH2:19][N:18]([C:21]3[CH:29]=[CH:28][C:24]([C:25](O)=[O:26])=[CH:23][CH:22]=3)[CH2:17][CH2:16]2)=[CH:4][CH:3]=1.C(Cl)CCl.CCN(C(C)C)C(C)C.[Si:50]([O:67][CH2:68][CH2:69][N:70]1[CH2:75][CH2:74][N:73]([CH2:76][CH2:77][C@@H:78]([NH:87][C:88]2[CH:93]=[CH:92][C:91]([S:94]([NH2:97])(=[O:96])=[O:95])=[CH:90][C:89]=2[S:98]([C:101]([F:104])([F:103])[F:102])(=[O:100])=[O:99])[CH2:79][S:80][C:81]2[CH:86]=[CH:85][CH:84]=[CH:83][CH:82]=2)[CH2:72][CH2:71]1)([C:63]([CH3:66])([CH3:65])[CH3:64])([C:57]1[CH:62]=[CH:61][CH:60]=[CH:59][CH:58]=1)[C:51]1[CH:56]=[CH:55][CH:54]=[CH:53][CH:52]=1.